Dataset: Full USPTO retrosynthesis dataset with 1.9M reactions from patents (1976-2016). Task: Predict the reactants needed to synthesize the given product. (1) Given the product [F:10][CH:9]([F:11])[O:8][C:5]1[CH:6]=[CH:7][C:2]([C:40]2[CH:41]=[C:42]3[C:46](=[CH:47][CH:48]=2)[C:45](=[O:49])[NH:44][CH2:43]3)=[C:3]([O:14][CH2:15][C:16]2[CH:21]=[CH:20][C:19]([S:22]([CH3:25])(=[O:24])=[O:23])=[CH:18][CH:17]=2)[C:4]=1[O:12][CH3:13], predict the reactants needed to synthesize it. The reactants are: Br[C:2]1[CH:7]=[CH:6][C:5]([O:8][CH:9]([F:11])[F:10])=[C:4]([O:12][CH3:13])[C:3]=1[O:14][CH2:15][C:16]1[CH:21]=[CH:20][C:19]([S:22]([CH3:25])(=[O:24])=[O:23])=[CH:18][CH:17]=1.C(=O)([O-])[O-].[Cs+].[Cs+].CC1(C)C(C)(C)OB([C:40]2[CH:41]=[C:42]3[C:46](=[CH:47][CH:48]=2)[C:45](=[O:49])[NH:44][CH2:43]3)O1. (2) Given the product [F:19][C@@H:20]1[CH2:24][CH2:23][N:22]([CH:15]2[CH2:16][CH2:17][N:12]([C:5]3[CH:6]=[CH:7][C:8]([N+:9]([O-:11])=[O:10])=[C:3]([O:2][CH3:1])[CH:4]=3)[CH2:13][CH2:14]2)[CH2:21]1, predict the reactants needed to synthesize it. The reactants are: [CH3:1][O:2][C:3]1[CH:4]=[C:5]([N:12]2[CH2:17][CH2:16][C:15](=O)[CH2:14][CH2:13]2)[CH:6]=[CH:7][C:8]=1[N+:9]([O-:11])=[O:10].[F:19][C@@H:20]1[CH2:24][CH2:23][NH:22][CH2:21]1. (3) The reactants are: [Cl:1][C:2]1[CH:7]=[CH:6][C:5]([CH2:8][C:9]2[C:18]3[C:13](=[CH:14][CH:15]=[CH:16][CH:17]=3)[C:12](=[O:19])[N:11]([CH2:20][C@@H:21]3[CH2:25][CH2:24][CH2:23][NH:22]3)[N:10]=2)=[CH:4][CH:3]=1.CS(O[CH2:31][CH2:32][CH2:33][CH2:34][C:35]1[CH:40]=[CH:39][C:38]([O:41][CH3:42])=[CH:37][CH:36]=1)(=O)=O.C(=O)([O-])[O-].[K+].[K+]. Given the product [Cl:1][C:2]1[CH:7]=[CH:6][C:5]([CH2:8][C:9]2[C:18]3[C:13](=[CH:14][CH:15]=[CH:16][CH:17]=3)[C:12](=[O:19])[N:11]([CH2:20][C@@H:21]3[CH2:25][CH2:24][CH2:23][N:22]3[CH2:31][CH2:32][CH2:33][CH2:34][C:35]3[CH:36]=[CH:37][C:38]([O:41][CH3:42])=[CH:39][CH:40]=3)[N:10]=2)=[CH:4][CH:3]=1, predict the reactants needed to synthesize it. (4) The reactants are: [F:1][C:2]1[CH:7]=[CH:6][CH:5]=[CH:4][C:3]=1[CH2:8][CH2:9][NH:10][C:11]([C:13]1[N:14]=[N:15][C:16](Cl)=[CH:17][CH:18]=1)=[O:12].[N:20]1([C:26]([C:28]2[CH:33]=[CH:32][CH:31]=[CH:30][C:29]=2[C:34]([F:37])([F:36])[F:35])=[O:27])[CH2:25][CH2:24][NH:23][CH2:22][CH2:21]1. Given the product [F:1][C:2]1[CH:7]=[CH:6][CH:5]=[CH:4][C:3]=1[CH2:8][CH2:9][NH:10][C:11]([C:13]1[N:14]=[N:15][C:16]([N:23]2[CH2:24][CH2:25][N:20]([C:26](=[O:27])[C:28]3[CH:33]=[CH:32][CH:31]=[CH:30][C:29]=3[C:34]([F:37])([F:35])[F:36])[CH2:21][CH2:22]2)=[CH:17][CH:18]=1)=[O:12], predict the reactants needed to synthesize it. (5) The reactants are: [N+:1]([O-:4])(O)=[O:2].[CH:5]1([C:8]2[N:13]=[C:12]([OH:14])[CH:11]=[C:10]([OH:15])[N:9]=2)[CH2:7][CH2:6]1. Given the product [CH:5]1([C:8]2[N:13]=[C:12]([OH:14])[C:11]([N+:1]([O-:4])=[O:2])=[C:10]([OH:15])[N:9]=2)[CH2:7][CH2:6]1, predict the reactants needed to synthesize it. (6) Given the product [OH:3][C:4]1[C:9]([O:10][CH2:11][CH2:12][O:13][CH2:14][CH2:15][O:16][CH2:17][CH2:18][O:19][CH3:20])=[CH:8][CH:7]=[CH:6][C:5]=1[C:21]1[S:22][CH2:23][C@:24]([CH3:31])([C:26]([OH:28])=[O:27])[N:25]=1, predict the reactants needed to synthesize it. The reactants are: [OH-].[Na+].[OH:3][C:4]1[C:9]([O:10][CH2:11][CH2:12][O:13][CH2:14][CH2:15][O:16][CH2:17][CH2:18][O:19][CH3:20])=[CH:8][CH:7]=[CH:6][C:5]=1[C:21]1[S:22][CH2:23][C@:24]([CH3:31])([C:26]([O:28]CC)=[O:27])[N:25]=1. (7) Given the product [F:15][C:9]1[CH:10]=[C:11]([F:14])[CH:12]=[CH:13][C:8]=1[C:6]1[CH:5]=[C:4]([N:16]2[C:20]3[CH:21]=[CH:22][C:23]([C:25]4[CH:26]=[N:27][N:28]([CH3:30])[CH:29]=4)=[CH:24][C:19]=3[N:18]=[CH:17]2)[CH:3]=[C:2]([NH:36][C:32]2[S:31][CH:35]=[CH:34][N:33]=2)[CH:7]=1, predict the reactants needed to synthesize it. The reactants are: Br[C:2]1[CH:3]=[C:4]([N:16]2[C:20]3[CH:21]=[CH:22][C:23]([C:25]4[CH:26]=[N:27][N:28]([CH3:30])[CH:29]=4)=[CH:24][C:19]=3[N:18]=[CH:17]2)[CH:5]=[C:6]([C:8]2[CH:13]=[CH:12][C:11]([F:14])=[CH:10][C:9]=2[F:15])[CH:7]=1.[S:31]1[CH:35]=[CH:34][N:33]=[C:32]1[NH2:36].